This data is from Forward reaction prediction with 1.9M reactions from USPTO patents (1976-2016). The task is: Predict the product of the given reaction. (1) The product is: [CH3:1][C:2]1[NH:3][C:4]2[C:9]([C:10]=1[CH3:11])=[CH:8][C:7]([NH:12][C:13]1[C:22]3[C:17](=[CH:18][C:19]([O:25][CH2:35][CH2:34][N:27]([CH3:26])[C:28]4[CH:33]=[CH:32][N:31]=[N:30][CH:29]=4)=[C:20]([O:23][CH3:24])[CH:21]=3)[N:16]=[CH:15][N:14]=1)=[CH:6][CH:5]=2. Given the reactants [CH3:1][C:2]1[NH:3][C:4]2[C:9]([C:10]=1[CH3:11])=[CH:8][C:7]([NH:12][C:13]1[C:22]3[C:17](=[CH:18][C:19]([OH:25])=[C:20]([O:23][CH3:24])[CH:21]=3)[N:16]=[CH:15][N:14]=1)=[CH:6][CH:5]=2.[CH3:26][N:27]([CH2:34][CH2:35]O)[C:28]1[CH:33]=[CH:32][N:31]=[N:30][CH:29]=1, predict the reaction product. (2) Given the reactants I[C:2]1[CH:17]=[CH:16][C:5]([O:6][C:7]2[CH:12]=[N:11][CH:10]=[C:9]3[S:13][CH:14]=[CH:15][C:8]=23)=[CH:4][CH:3]=1.[F:18][C:19]([F:30])([F:29])[C:20]1[CH:25]=[CH:24][C:23](B(O)O)=[CH:22][CH:21]=1.C(=O)([O-])[O-].[Na+].[Na+], predict the reaction product. The product is: [F:18][C:19]([F:30])([F:29])[C:20]1[CH:25]=[CH:24][C:23]([C:2]2[CH:17]=[CH:16][C:5]([O:6][C:7]3[CH:12]=[N:11][CH:10]=[C:9]4[S:13][CH:14]=[CH:15][C:8]=34)=[CH:4][CH:3]=2)=[CH:22][CH:21]=1. (3) Given the reactants [O:1]=[C:2]1[C:11]2[C:6](=[CH:7][CH:8]=[CH:9][CH:10]=2)[C:5]2[CH2:12][C:13]3[CH:14]=[C:15]([N-:19][CH2:20][CH2:21][CH2:22][CH2:23][N:24]4[CH2:29][CH2:28][O:27][CH2:26][CH2:25]4)[CH:16]=[CH:17][C:18]=3[C:4]=2[NH:3]1.[C:30]12([CH2:40][S:41]([OH:44])(=[O:43])=[O:42])[C:37]([CH3:39])([CH3:38])[CH:34]([CH2:35][CH2:36]1)[CH2:33][C:31]2=[O:32], predict the reaction product. The product is: [C:30]12([CH2:40][S:41]([OH:44])(=[O:42])=[O:43])[C:37]([CH3:39])([CH3:38])[CH:34]([CH2:35][CH2:36]1)[CH2:33][C:31]2=[O:32].[O:1]=[C:2]1[C:11]2[C:6](=[CH:7][CH:8]=[CH:9][CH:10]=2)[C:5]2[CH2:12][C:13]3[CH:14]=[C:15]([N-:19][CH2:20][CH2:21][CH2:22][CH2:23][N:24]4[CH2:25][CH2:26][O:27][CH2:28][CH2:29]4)[CH:16]=[CH:17][C:18]=3[C:4]=2[NH:3]1. (4) Given the reactants [CH3:1][N:2]([CH3:15])[C:3]1[C:10]([C:11]([F:14])([F:13])[F:12])=[CH:9][CH:8]=[CH:7]C=1C#N.[OH-:16].[Na+].[Cl-].[Na+].Cl.[CH2:21]([OH:24])[CH2:22]O, predict the reaction product. The product is: [CH3:1][N:2]([CH3:15])[C:3]1[C:10]([C:11]([F:14])([F:13])[F:12])=[CH:9][CH:8]=[CH:7][C:22]=1[C:21]([OH:24])=[O:16]. (5) Given the reactants [CH2:1]([O:3][C:4]1[CH:5]=[C:6]([C:20]2[CH:25]=[CH:24][C:23]([CH2:26][C:27](O)=[O:28])=[C:22]([F:30])[CH:21]=2)[CH:7]=[N:8][C:9]=1[O:10][CH2:11][C:12]1[CH:17]=[CH:16][C:15]([O:18][CH3:19])=[CH:14][CH:13]=1)[CH3:2].[NH2:31][C:32]1[CH:37]=[CH:36][C:35]([CH2:38][C:39]([F:46])([F:45])[C:40]([O:42][CH2:43][CH3:44])=[O:41])=[C:34]([C:47]([F:50])([F:49])[F:48])[CH:33]=1.C(P1(=O)OP(CCC)(=O)OP(CCC)(=O)O1)CC.CC(=O)OCC, predict the reaction product. The product is: [CH2:1]([O:3][C:4]1[CH:5]=[C:6]([C:20]2[CH:25]=[CH:24][C:23]([CH2:26][C:27]([NH:31][C:32]3[CH:37]=[CH:36][C:35]([CH2:38][C:39]([F:45])([F:46])[C:40]([O:42][CH2:43][CH3:44])=[O:41])=[C:34]([C:47]([F:48])([F:49])[F:50])[CH:33]=3)=[O:28])=[C:22]([F:30])[CH:21]=2)[CH:7]=[N:8][C:9]=1[O:10][CH2:11][C:12]1[CH:13]=[CH:14][C:15]([O:18][CH3:19])=[CH:16][CH:17]=1)[CH3:2]. (6) Given the reactants Cl.[F:2][C:3]1[CH:8]=[CH:7][CH:6]=[CH:5][C:4]=1[C:9](=[O:20])[CH2:10][C:11]1[NH:15][C:14]2[CH2:16][CH2:17][CH2:18][CH2:19][C:13]=2[N:12]=1.C[O-].[Na+].[C:24](OC)(=[O:27])[C:25]#[CH:26], predict the reaction product. The product is: [F:2][C:3]1[CH:8]=[CH:7][CH:6]=[CH:5][C:4]=1[C:9]([C:10]1[CH:26]=[CH:25][C:24](=[O:27])[N:15]2[C:14]3[CH2:16][CH2:17][CH2:18][CH2:19][C:13]=3[NH:12][C:11]=12)=[O:20]. (7) Given the reactants [CH2:1]([O:8][C:9]([N:11]1[CH2:16][CH2:15][CH2:14][CH:13]([C:17]([OH:19])=O)[CH2:12]1)=[O:10])[C:2]1[CH:7]=[CH:6][CH:5]=[CH:4][CH:3]=1.S(Cl)([Cl:22])=O, predict the reaction product. The product is: [CH2:1]([O:8][C:9]([N:11]1[CH2:16][CH2:15][CH2:14][CH:13]([C:17]([Cl:22])=[O:19])[CH2:12]1)=[O:10])[C:2]1[CH:7]=[CH:6][CH:5]=[CH:4][CH:3]=1. (8) Given the reactants Br[CH2:2][CH2:3][CH2:4][CH2:5][C:6]1[C:15](=[O:16])[C:14]2[C:9](=[CH:10][C:11]([NH:18][CH:19]3[CH2:24][CH2:23][CH2:22][CH2:21][CH2:20]3)=[C:12]([F:17])[CH:13]=2)[N:8]([CH:25]([CH2:28][CH3:29])[CH2:26][CH3:27])[CH:7]=1.[CH2:30]([O:32][P:33]([O:37]CC)[O:34][CH2:35][CH3:36])[CH3:31], predict the reaction product. The product is: [CH:19]1([NH:18][C:11]2[CH:10]=[C:9]3[C:14]([C:15](=[O:16])[C:6]([CH2:5][CH2:4][CH2:3][CH2:2][P:33](=[O:37])([O:34][CH2:35][CH3:36])[O:32][CH2:30][CH3:31])=[CH:7][N:8]3[CH:25]([CH2:28][CH3:29])[CH2:26][CH3:27])=[CH:13][C:12]=2[F:17])[CH2:24][CH2:23][CH2:22][CH2:21][CH2:20]1.